Dataset: Experimental lipophilicity measurements (octanol/water distribution) for 4,200 compounds from AstraZeneca. Task: Regression/Classification. Given a drug SMILES string, predict its absorption, distribution, metabolism, or excretion properties. Task type varies by dataset: regression for continuous measurements (e.g., permeability, clearance, half-life) or binary classification for categorical outcomes (e.g., BBB penetration, CYP inhibition). For this dataset (lipophilicity_astrazeneca), we predict Y. (1) The compound is O=c1[nH]c2c(O)ccc([C@@H](O)CNCCOCCCNCCc3cccc(Cl)c3)c2s1. The Y is 0.830 logD. (2) The compound is Nc1c(C(=O)c2cccc(OC[C@H](O)CO)c2)cnn1-c1ccc(F)cc1. The Y is 1.94 logD. (3) The molecule is Nc1nc(N)c2nc(CO)cnc2n1. The Y is -0.450 logD.